This data is from Full USPTO retrosynthesis dataset with 1.9M reactions from patents (1976-2016). The task is: Predict the reactants needed to synthesize the given product. (1) Given the product [CH3:23][S:24]([NH:12][C:11]1[CH:10]=[CH:9][C:6]([C:7]#[N:8])=[CH:5][C:4]=1[N+:1]([O-:3])=[O:2])(=[O:26])=[O:25], predict the reactants needed to synthesize it. The reactants are: [N+:1]([C:4]1[CH:5]=[C:6]([CH:9]=[CH:10][C:11]=1[NH2:12])[C:7]#[N:8])([O-:3])=[O:2].C[Si]([N-][Si](C)(C)C)(C)C.[Na+].[CH3:23][S:24](O[S:24]([CH3:23])(=[O:26])=[O:25])(=[O:26])=[O:25]. (2) Given the product [CH:1]1[N:5]=[C:4]([CH:6]2[CH2:11][CH2:10][CH2:9][N:8]([C:12]([O:14][C:15]([CH3:18])([CH3:16])[CH3:17])=[O:13])[CH2:7]2)[N:3]2[CH2:19][CH2:20][CH2:21][C:2]=12, predict the reactants needed to synthesize it. The reactants are: [CH2:1]1[N:5]=[C:4]([CH:6]2[CH2:11][CH2:10][CH2:9][N:8]([C:12]([O:14][C:15]([CH3:18])([CH3:17])[CH3:16])=[O:13])[CH2:7]2)[N:3]2[CH2:19][CH2:20][CH2:21][CH:2]12. (3) Given the product [CH3:1][CH2:2]/[C:3](/[C:23]1[CH:28]=[CH:27][CH:26]=[CH:25][CH:24]=1)=[C:4](/[C:11]1[CH:12]=[CH:13][C:14]([O:17][CH2:18][CH2:19][N:20]([CH3:22])[CH3:21])=[CH:15][CH:16]=1)\[C:5]1[CH:6]=[CH:7][CH:8]=[CH:9][CH:10]=1, predict the reactants needed to synthesize it. The reactants are: [CH3:1][CH2:2]/[C:3](/[C:23]1[CH:24]=[CH:25][CH:26]=[CH:27][CH:28]=1)=[C:4](/[C:11]1[CH:12]=[CH:13][C:14]([O:17][CH2:18][CH2:19][N:20]([CH3:22])[CH3:21])=[CH:15][CH:16]=1)\[C:5]1[CH:6]=[CH:7][CH:8]=[CH:9][CH:10]=1.C(C(O)(C(O)=O)CC(O)=O)C(O)=O.CC1C2C=C(O)C=CC=2N(CC2C=CC(OCCN3CCCCC3)=CC=2)C=1C1C=CC(O)=CC=1. (4) Given the product [OH:1][C:2]1[C:10]([C:11]([OH:13])=[O:12])=[C:9]2[N:5]([C@H:6]([C:15]([OH:17])=[O:16])[CH2:7][CH2:8]2)[C:4](=[O:20])[CH:3]=1, predict the reactants needed to synthesize it. The reactants are: [OH:1][C:2]1[C:10]([C:11]([O:13]C)=[O:12])=[C:9]2[N:5]([C@H:6]([C:15]([O:17]CC)=[O:16])[CH2:7][CH2:8]2)[C:4](=[O:20])[CH:3]=1.Cl. (5) The reactants are: [Cl:1][C:2]1[C:7]([C:8]#[N:9])=[CH:6][N:5]=[C:4]2[S:10][C:11]([CH:13]=O)=[CH:12][C:3]=12.[C:15]([CH:20]=P(C1C=CC=CC=1)(C1C=CC=CC=1)C1C=CC=CC=1)([O:17][CH2:18][CH3:19])=[O:16]. Given the product [Cl:1][C:2]1[C:7]([C:8]#[N:9])=[CH:6][N:5]=[C:4]2[S:10][C:11](/[CH:13]=[CH:20]/[C:15]([O:17][CH2:18][CH3:19])=[O:16])=[CH:12][C:3]=12, predict the reactants needed to synthesize it. (6) Given the product [Cl:1][C:2]1[CH:7]=[CH:6][C:5]([C@@:8]2([CH3:37])[C@:12]([C:14]3[CH:15]=[CH:16][C:17]([Cl:20])=[CH:18][CH:19]=3)([CH3:13])[N:11]([C:21]([N:50]3[CH2:51][CH2:52][N:47]([CH2:46][CH2:45][CH2:44][S:41]([CH3:40])(=[O:42])=[O:43])[CH2:48][CH2:49]3)=[O:22])[C:10]([C:24]3[CH:29]=[C:28]([S:30]([CH3:33])(=[O:31])=[O:32])[CH:27]=[CH:26][C:25]=3[O:34][CH2:35][CH3:36])=[N:9]2)=[CH:4][CH:3]=1, predict the reactants needed to synthesize it. The reactants are: [Cl:1][C:2]1[CH:7]=[CH:6][C:5]([C:8]2([CH3:37])[C:12]([C:14]3[CH:19]=[CH:18][C:17]([Cl:20])=[CH:16][CH:15]=3)([CH3:13])[N:11]([C:21](Cl)=[O:22])[C:10]([C:24]3[CH:29]=[C:28]([S:30]([CH3:33])(=[O:32])=[O:31])[CH:27]=[CH:26][C:25]=3[O:34][CH2:35][CH3:36])=[N:9]2)=[CH:4][CH:3]=1.Cl.Cl.[CH3:40][S:41]([CH2:44][CH2:45][CH2:46][N:47]1[CH2:52][CH2:51][NH:50][CH2:49][CH2:48]1)(=[O:43])=[O:42]. (7) Given the product [CH3:9][O:8][C:6]1[N:7]=[C:2]([C:31]2[S:35][C:34]([C:36]([OH:38])=[O:37])=[CH:33][CH:32]=2)[CH:3]=[C:4]([NH:10][CH2:11][CH2:12][C:13]2[CH:18]=[CH:17][C:16]([O:19][C:20]([F:23])([F:22])[F:21])=[CH:15][CH:14]=2)[N:5]=1, predict the reactants needed to synthesize it. The reactants are: Cl[C:2]1[N:7]=[C:6]([O:8][CH3:9])[N:5]=[C:4]([NH:10][CH2:11][CH2:12][C:13]2[CH:18]=[CH:17][C:16]([O:19][C:20]([F:23])([F:22])[F:21])=[CH:15][CH:14]=2)[CH:3]=1.CC1(C)COB([C:31]2[S:35][C:34]([C:36]([OH:38])=[O:37])=[CH:33][CH:32]=2)OC1.[F-].[Cs+]. (8) Given the product [CH2:1]([C:9]1[CH:10]=[CH:11][C:12]([NH:15][C:16](=[O:25])[NH:17][CH2:18][CH2:19][C:20]([OH:22])=[O:21])=[CH:13][CH:14]=1)[CH2:2][CH2:3][CH2:4][CH2:5][CH2:6][CH2:7][CH3:8], predict the reactants needed to synthesize it. The reactants are: [CH2:1]([C:9]1[CH:14]=[CH:13][C:12]([NH:15][C:16](=[O:25])[NH:17][CH2:18][CH2:19][C:20]([O:22]CC)=[O:21])=[CH:11][CH:10]=1)[CH2:2][CH2:3][CH2:4][CH2:5][CH2:6][CH2:7][CH3:8].O1CCOCC1. (9) The reactants are: Br.Br[CH2:3][C:4]([C:6]1[CH:7]=[N:8][CH:9]=[CH:10][CH:11]=1)=[O:5].[CH3:12][S-:13].[Na+].CCN(C(C)C)C(C)C. Given the product [CH3:12][S:13][CH2:3][C:4]([C:6]1[CH:7]=[N:8][CH:9]=[CH:10][CH:11]=1)=[O:5], predict the reactants needed to synthesize it. (10) Given the product [C:32]([O:31][C:29]([C@@H:6]1[CH2:7][C@H:8]([O:11][Si:12]([C:25]([CH3:28])([CH3:27])[CH3:26])([C:19]2[CH:20]=[CH:21][CH:22]=[CH:23][CH:24]=2)[C:13]2[CH:14]=[CH:15][CH:16]=[CH:17][CH:18]=2)[CH2:9][CH2:10][C@H:5]1[C:3]([OH:4])=[O:2])=[O:30])([CH3:35])([CH3:33])[CH3:34], predict the reactants needed to synthesize it. The reactants are: C[O:2][C:3]([C@@H:5]1[CH2:10][CH2:9][C@@H:8]([O:11][Si:12]([C:25]([CH3:28])([CH3:27])[CH3:26])([C:19]2[CH:24]=[CH:23][CH:22]=[CH:21][CH:20]=2)[C:13]2[CH:18]=[CH:17][CH:16]=[CH:15][CH:14]=2)[CH2:7][C@H:6]1[C:29]([O:31][C:32]([CH3:35])([CH3:34])[CH3:33])=[O:30])=[O:4].[Li+].[OH-].Cl.